Task: Predict the reaction yield, written as a fraction of the theoretical maximum amount of product (1.0 means a 100% yield; for example, 0.34 means a 34% yield).. Dataset: Reaction yield outcomes from USPTO patents with 853,638 reactions (1) The product is [Cl:1][C:2]1[C:3]([CH2:24][NH:25][C:29](=[O:30])[CH2:28][C:27]([F:33])([F:32])[F:26])=[N:4][CH:5]=[C:6](/[CH:8]=[CH:9]/[CH:10]([C:15]2[CH:20]=[C:19]([Cl:21])[C:18]([Cl:22])=[C:17]([Cl:23])[CH:16]=2)[C:11]([F:14])([F:12])[F:13])[CH:7]=1. The yield is 0.350. The catalyst is C(Cl)Cl. The reactants are [Cl:1][C:2]1[C:3]([CH2:24][NH2:25])=[N:4][CH:5]=[C:6](/[CH:8]=[CH:9]/[CH:10]([C:15]2[CH:20]=[C:19]([Cl:21])[C:18]([Cl:22])=[C:17]([Cl:23])[CH:16]=2)[C:11]([F:14])([F:13])[F:12])[CH:7]=1.[F:26][C:27]([F:33])([F:32])[CH2:28][C:29](O)=[O:30].CCN=C=NCCCN(C)C.Cl.C1C=CC2N(O)N=NC=2C=1.O.CCN(C(C)C)C(C)C. (2) The reactants are [C:1]1([NH:7][S:8]([C:11]2[CH:12]=[C:13]3[C:17](=[CH:18][CH:19]=2)[NH:16][C:15](=[O:20])[CH2:14]3)(=[O:10])=[O:9])[CH:6]=[CH:5][CH:4]=[CH:3][CH:2]=1.[CH3:21][C:22]1[C:26]([C:27]([N:29]2[CH2:34][CH2:33][N:32]([CH3:35])[CH2:31][CH2:30]2)=[O:28])=[C:25]([CH3:36])[NH:24][C:23]=1[CH:37]=O. No catalyst specified. The product is [C:1]1([NH:7][S:8]([C:11]2[CH:12]=[C:13]3[C:17](=[CH:18][CH:19]=2)[NH:16][C:15](=[O:20])[C:14]3=[CH:37][C:23]2[NH:24][C:25]([CH3:36])=[C:26]([C:27]([N:29]3[CH2:30][CH2:31][N:32]([CH3:35])[CH2:33][CH2:34]3)=[O:28])[C:22]=2[CH3:21])(=[O:10])=[O:9])[CH:2]=[CH:3][CH:4]=[CH:5][CH:6]=1. The yield is 0.240. (3) The reactants are [OH:1][C:2]1[CH:3]=[C:4]([C@@:8]23[C@@H:17]([OH:18])[CH2:16][CH2:15][CH2:14][C@H:13]2[C@H:12]([CH3:19])[C:11]2([O:23][CH2:22][CH2:21][O:20]2)[CH2:10][CH2:9]3)[CH:5]=[CH:6][CH:7]=1.C(=O)([O-])[O-].[K+].[K+].[CH2:30](Br)[C:31]1[CH:36]=[CH:35][CH:34]=[CH:33][CH:32]=1.C(=O)(O)[O-].[Na+]. The catalyst is CC(C)=O.C(OCC)(=O)C. The product is [CH2:30]([O:1][C:2]1[CH:3]=[C:4]([C@@:8]23[C@@H:17]([OH:18])[CH2:16][CH2:15][CH2:14][C@H:13]2[C@H:12]([CH3:19])[C:11]2([O:20][CH2:21][CH2:22][O:23]2)[CH2:10][CH2:9]3)[CH:5]=[CH:6][CH:7]=1)[C:31]1[CH:36]=[CH:35][CH:34]=[CH:33][CH:32]=1. The yield is 0.580. (4) The reactants are [Br:1][C:2]1[CH:3]=[C:4]([N:8]2[C:16]3[C:11](=[CH:12][C:13]([C:17]4[CH:18]=[N:19][N:20]([CH3:22])[CH:21]=4)=[CH:14][CH:15]=3)[C:10]([C:23]([O:25]C)=[O:24])=[N:9]2)[CH:5]=[CH:6][CH:7]=1.O.[OH-].[Li+]. No catalyst specified. The product is [Br:1][C:2]1[CH:3]=[C:4]([N:8]2[C:16]3[C:11](=[CH:12][C:13]([C:17]4[CH:18]=[N:19][N:20]([CH3:22])[CH:21]=4)=[CH:14][CH:15]=3)[C:10]([C:23]([OH:25])=[O:24])=[N:9]2)[CH:5]=[CH:6][CH:7]=1. The yield is 0.950. (5) The reactants are [I-].C[S+](C)(C)=O.[H-].[Na+].[CH:9]1([S:12]([C:15]2[CH:20]=[CH:19][C:18]([CH:21]([C:29]3[NH:33][C:32]([C:34]4[N:39]=[CH:38][C:37]([CH:40]=[O:41])=[CH:36][CH:35]=4)=[CH:31][CH:30]=3)[CH2:22][CH:23]3[CH2:28][CH2:27][O:26][CH2:25][CH2:24]3)=[CH:17][CH:16]=2)(=[O:14])=[O:13])[CH2:11][CH2:10]1.[CH3:42][O-:43].[Na+].[Cl-].[NH4+].[CH3:47]O. The catalyst is CS(C)=O.O. The product is [CH:9]1([S:12]([C:15]2[CH:16]=[CH:17][C:18]([CH:21]([C:29]3[NH:33][C:32]([C:34]4[N:39]=[CH:38][C:37]([CH:40]([O:41][CH3:47])[CH2:42][OH:43])=[CH:36][CH:35]=4)=[CH:31][CH:30]=3)[CH2:22][CH:23]3[CH2:24][CH2:25][O:26][CH2:27][CH2:28]3)=[CH:19][CH:20]=2)(=[O:14])=[O:13])[CH2:11][CH2:10]1. The yield is 0.280.